Dataset: Catalyst prediction with 721,799 reactions and 888 catalyst types from USPTO. Task: Predict which catalyst facilitates the given reaction. (1) Reactant: Br[C:2]1[N:7]=[C:6]([CH2:8][O:9][N:10]=[C:11]([C:18]2[N:22]([CH3:23])[N:21]=[N:20][N:19]=2)[C:12]2[CH:17]=[CH:16][CH:15]=[CH:14][CH:13]=2)[CH:5]=[CH:4][CH:3]=1.[CH2:24]([O:29][NH:30][C:31](=[O:37])[O:32][C:33]([CH3:36])([CH3:35])[CH3:34])[CH2:25][CH2:26][CH2:27][CH3:28].C1C=CC(P(C2C(C3C(P(C4C=CC=CC=4)C4C=CC=CC=4)=CC=C4C=3C=CC=C4)=C3C(C=CC=C3)=CC=2)C2C=CC=CC=2)=CC=1.C(O[K])(C)(C)C. Product: [CH3:23][N:22]1[C:18]([C:11](=[N:10][O:9][CH2:8][C:6]2[N:7]=[C:2]([N:30]([O:29][CH2:24][CH2:25][CH2:26][CH2:27][CH3:28])[C:31](=[O:37])[O:32][C:33]([CH3:34])([CH3:35])[CH3:36])[CH:3]=[CH:4][CH:5]=2)[C:12]2[CH:17]=[CH:16][CH:15]=[CH:14][CH:13]=2)=[N:19][N:20]=[N:21]1. The catalyst class is: 11. (2) Product: [CH2:1]([O:3][C:4]([CH:6]1[CH2:11][CH2:10][N:9]([C:30]([O:32][C:33]([CH3:34])([CH3:35])[CH3:36])=[O:31])[CH:8]([CH2:19][CH3:20])[C:7]1=[O:21])=[O:5])[CH3:2]. Reactant: [CH2:1]([O:3][C:4]([CH:6]1[CH2:11][CH2:10][N:9](CC2C=CC=CC=2)[CH:8]([CH2:19][CH3:20])[C:7]1=[O:21])=[O:5])[CH3:2].[CH3:34][C:33]([O:32][C:30](O[C:30]([O:32][C:33]([CH3:36])([CH3:35])[CH3:34])=[O:31])=[O:31])([CH3:36])[CH3:35].[H][H]. The catalyst class is: 99.